Dataset: Full USPTO retrosynthesis dataset with 1.9M reactions from patents (1976-2016). Task: Predict the reactants needed to synthesize the given product. (1) Given the product [Br-:8].[CH2:1]([P+:3]([CH2:6][CH3:7])([CH2:4][CH3:5])[CH2:9][CH2:10][CH2:11][CH2:12][CH2:13][CH2:14][CH2:15][CH2:16][CH2:17][CH2:18][CH2:19][CH2:20][OH:21])[CH3:2], predict the reactants needed to synthesize it. The reactants are: [CH2:1]([P:3]([CH2:6][CH3:7])[CH2:4][CH3:5])[CH3:2].[Br:8][CH2:9][CH2:10][CH2:11][CH2:12][CH2:13][CH2:14][CH2:15][CH2:16][CH2:17][CH2:18][CH2:19][CH2:20][OH:21]. (2) Given the product [CH3:20][C:18]1[NH:17][N:16]=[C:15]([NH:14][C:4]2[N:3]=[C:2]([C:23]3[CH:22]=[CH:21][C:30]4[C:25](=[CH:26][CH:27]=[CH:28][CH:29]=4)[CH:24]=3)[C:11]3[C:6]([CH:5]=2)=[CH:7][C:8]([O:12][CH3:13])=[CH:9][CH:10]=3)[CH:19]=1, predict the reactants needed to synthesize it. The reactants are: Cl[C:2]1[C:11]2[C:6](=[CH:7][C:8]([O:12][CH3:13])=[CH:9][CH:10]=2)[CH:5]=[C:4]([NH:14][C:15]2[CH:19]=[C:18]([CH3:20])[NH:17][N:16]=2)[N:3]=1.[CH:21]1[C:30]2[C:25](=[CH:26][CH:27]=[CH:28][CH:29]=2)[CH:24]=[CH:23][C:22]=1B(O)O. (3) Given the product [Cl:3][CH2:6][CH2:7][N:8]([CH2:18][CH2:22][Cl:23])[C:9]([NH:11][C:12]1[CH:17]=[CH:16][CH:15]=[CH:14][CH:13]=1)=[O:10], predict the reactants needed to synthesize it. The reactants are: S(Cl)([Cl:3])=O.O[CH2:6][CH2:7][N:8]([CH2:18]CO)[C:9]([NH:11][C:12]1[CH:17]=[CH:16][CH:15]=[CH:14][CH:13]=1)=[O:10].Cl[CH2:22][Cl:23].